From a dataset of Full USPTO retrosynthesis dataset with 1.9M reactions from patents (1976-2016). Predict the reactants needed to synthesize the given product. Given the product [OH:2][CH2:1][C:3]1[CH:26]=[CH:25][C:6]([O:7][CH2:8][C:9]2[N:10]=[C:11]([C:15]3[CH:16]=[C:17]([CH:22]=[CH:23][CH:24]=3)[C:18]([O:20][CH3:21])=[O:19])[O:12][C:13]=2[CH3:14])=[C:5]([O:27][CH3:28])[CH:4]=1, predict the reactants needed to synthesize it. The reactants are: [CH:1]([C:3]1[CH:26]=[CH:25][C:6]([O:7][CH2:8][C:9]2[N:10]=[C:11]([C:15]3[CH:16]=[C:17]([CH:22]=[CH:23][CH:24]=3)[C:18]([O:20][CH3:21])=[O:19])[O:12][C:13]=2[CH3:14])=[C:5]([O:27][CH3:28])[CH:4]=1)=[O:2].C(O)C.[BH4-].[Na+].O.